This data is from Reaction yield outcomes from USPTO patents with 853,638 reactions. The task is: Predict the reaction yield, written as a fraction of the theoretical maximum amount of product (1.0 means a 100% yield; for example, 0.34 means a 34% yield). The catalyst is O1CCCC1. The reactants are Cl[C:2]1[CH:11]=[N:10][C:9]2[C:8]([C:12]([O:14][CH3:15])=[O:13])=[C:7]([O:16][CH3:17])[CH:6]=[CH:5][C:4]=2[N:3]=1.[NH:18]1[CH2:23][CH2:22][CH2:21][CH2:20][CH2:19]1.C(=O)(O)[O-].[Na+]. The product is [CH3:17][O:16][C:7]1[CH:6]=[CH:5][C:4]2[N:3]=[C:2]([N:18]3[CH2:23][CH2:22][CH2:21][CH2:20][CH2:19]3)[CH:11]=[N:10][C:9]=2[C:8]=1[C:12]([O:14][CH3:15])=[O:13]. The yield is 0.790.